Regression. Given a peptide amino acid sequence and an MHC pseudo amino acid sequence, predict their binding affinity value. This is MHC class II binding data. From a dataset of Peptide-MHC class II binding affinity with 134,281 pairs from IEDB. (1) The peptide sequence is AKGSRAIWYMWLGAR. The MHC is DRB1_0301 with pseudo-sequence DRB1_0301. The binding affinity (normalized) is 0.211. (2) The peptide sequence is EVQKVSQPATGAATV. The MHC is HLA-DPA10301-DPB10402 with pseudo-sequence HLA-DPA10301-DPB10402. The binding affinity (normalized) is 0.198. (3) The MHC is DRB1_0301 with pseudo-sequence DRB1_0301. The peptide sequence is WNSGNEWITDFAGKT. The binding affinity (normalized) is 0.273. (4) The peptide sequence is SVYSLPPDPDHFDGYKQQAV. The MHC is HLA-DQA10501-DQB10201 with pseudo-sequence HLA-DQA10501-DQB10201. The binding affinity (normalized) is 0.153. (5) The peptide sequence is AYEGQRVVFIQPSPV. The MHC is HLA-DQA10501-DQB10201 with pseudo-sequence HLA-DQA10501-DQB10201. The binding affinity (normalized) is 0.368. (6) The binding affinity (normalized) is 0.276. The peptide sequence is ERFAVNPGLLETSEGCR. The MHC is DRB1_0701 with pseudo-sequence DRB1_0701. (7) The peptide sequence is GRTTWSIHGKGEWMT. The MHC is DRB3_0101 with pseudo-sequence DRB3_0101. The binding affinity (normalized) is 0.